This data is from Retrosynthesis with 50K atom-mapped reactions and 10 reaction types from USPTO. The task is: Predict the reactants needed to synthesize the given product. (1) Given the product Clc1cc(N2CCOCC2)nc(-n2cnc3ccccc32)n1, predict the reactants needed to synthesize it. The reactants are: C1COCCN1.Clc1cc(Cl)nc(-n2cnc3ccccc32)n1. (2) Given the product CCSc1cccnc1C(=O)Nc1cccc(C(F)(F)F)n1, predict the reactants needed to synthesize it. The reactants are: CC[S-].O=C(Nc1cccc(C(F)(F)F)n1)c1ncccc1Cl. (3) Given the product O=C(O)c1ccc(CN2C(=O)c3ccccc3C2=O)cc1, predict the reactants needed to synthesize it. The reactants are: CC(C)(C)OC(=O)c1ccc(CN2C(=O)c3ccccc3C2=O)cc1. (4) Given the product CC(C)C/C=C\[C@@H](C)CCCl, predict the reactants needed to synthesize it. The reactants are: CC(C)CC[P+](C)(C)C.C[C@H](C=O)CCCl. (5) The reactants are: COc1cc(C(=O)/C=C/c2c[nH]c3ccccc23)cc(OC)c1OC.Cc1oc(=O)oc1CCl. Given the product COc1cc(C(=O)/C=C/c2cn(Cc3oc(=O)oc3C)c3ccccc23)cc(OC)c1OC, predict the reactants needed to synthesize it. (6) Given the product O=C1N(Cc2cccc(N=C(c3ccccc3)c3ccccc3)n2)c2ccccc2C12COc1cc3c(cc12)OCCO3, predict the reactants needed to synthesize it. The reactants are: N=C(c1ccccc1)c1ccccc1.O=C1N(Cc2cccc(Cl)n2)c2ccccc2C12COc1cc3c(cc12)OCCO3.